Dataset: Forward reaction prediction with 1.9M reactions from USPTO patents (1976-2016). Task: Predict the product of the given reaction. (1) Given the reactants [N:1]1[CH:6]=[CH:5][CH:4]=[CH:3][C:2]=1[C:7]1[C:11]([CH2:12][OH:13])=[C:10](/[CH:14]=[CH:15]/[C:16]2[CH:21]=[CH:20][CH:19]=[CH:18][CH:17]=2)[O:9][N:8]=1.Cl[C:23]1[N:28]=[CH:27][C:26]([C:29]#[N:30])=[CH:25][CH:24]=1.[H-].[Na+], predict the reaction product. The product is: [N:1]1[CH:6]=[CH:5][CH:4]=[CH:3][C:2]=1[C:7]1[C:11]([CH2:12][O:13][C:23]2[CH:24]=[CH:25][C:26]([C:29]#[N:30])=[CH:27][N:28]=2)=[C:10](/[CH:14]=[CH:15]/[C:16]2[CH:17]=[CH:18][CH:19]=[CH:20][CH:21]=2)[O:9][N:8]=1. (2) The product is: [C:45]([O:40][C:2]([CH3:3])([CH2:4][CH2:5][S:6]([N:9]1[CH2:14][CH2:13][C:12]([C:15]2[CH:39]=[CH:38][C:18]3[N:19]=[C:20]([O:22][CH:23]4[CH2:28][CH2:27][N:26]([C:29]5[N:30]=[CH:31][C:32]([CH2:35][CH2:36][CH3:37])=[CH:33][N:34]=5)[CH2:25][CH2:24]4)[S:21][C:17]=3[CH:16]=2)=[CH:11][CH2:10]1)(=[O:7])=[O:8])[CH3:1])(=[O:46])[CH2:44][CH2:43][C:42]([O:48][CH2:49][CH2:50][Si:51]([CH3:52])([CH3:54])[CH3:53])=[O:41]. Given the reactants [CH3:1][C:2]([OH:40])([CH2:4][CH2:5][S:6]([N:9]1[CH2:14][CH2:13][C:12]([C:15]2[CH:39]=[CH:38][C:18]3[N:19]=[C:20]([O:22][CH:23]4[CH2:28][CH2:27][N:26]([C:29]5[N:34]=[CH:33][C:32]([CH2:35][CH2:36][CH3:37])=[CH:31][N:30]=5)[CH2:25][CH2:24]4)[S:21][C:17]=3[CH:16]=2)=[CH:11][CH2:10]1)(=[O:8])=[O:7])[CH3:3].[O:41]=[C:42]([O:48][CH2:49][CH2:50][Si:51]([CH3:54])([CH3:53])[CH3:52])[CH2:43][CH2:44][C:45](O)=[O:46].N1(C2C=CN=CC=2)CCCC1.CC(C)N=C=NC(C)C, predict the reaction product. (3) Given the reactants CC([N:5]([CH2:9][CH:10]([NH:18][C:19]([C:21]1[CH:26]=[CH:25][C:24]([C:27]2[N:31]([CH3:32])[N:30]=[CH:29][C:28]=2[Cl:33])=[C:23]([F:34])[CH:22]=1)=[O:20])[CH2:11][C:12]1[CH:17]=[CH:16][CH:15]=[CH:14][CH:13]=1)C(=O)[O-])(C)C, predict the reaction product. The product is: [NH2:5][CH2:9][CH:10]([NH:18][C:19](=[O:20])[C:21]1[CH:26]=[CH:25][C:24]([C:27]2[N:31]([CH3:32])[N:30]=[CH:29][C:28]=2[Cl:33])=[C:23]([F:34])[CH:22]=1)[CH2:11][C:12]1[CH:13]=[CH:14][CH:15]=[CH:16][CH:17]=1. (4) Given the reactants [Br:1][C:2]1[C:10]2[C:5](=[N:6][CH:7]=[CH:8][CH:9]=2)[S:4][CH:3]=1.O1CCC[CH2:12]1.C(NC(C)C)(C)C.[Li].CI, predict the reaction product. The product is: [Br:1][C:2]1[C:10]2[C:5](=[N:6][CH:7]=[CH:8][CH:9]=2)[S:4][C:3]=1[CH3:12]. (5) Given the reactants FC1C=C(C=C(C(N[C:26]([C:28]2[N:29](C)[C:30]3[C:35]([C:36]=2[CH3:37])=[CH:34][C:33]([F:38])=[CH:32][CH:31]=3)=[O:27])C)C=1)OC1C=CC(OC(C)(C)C(O)=O)=C(C)C=1.C([O:42][C:43](=[O:65])[CH2:44][CH2:45][C:46]1[CH:51]=[CH:50][C:49]([O:52][C:53]2[CH:58]=[C:57]([F:59])[CH:56]=[C:55]([C@H:60]([NH2:62])[CH3:61])[CH:54]=2)=[CH:48][C:47]=1[CH2:63][CH3:64])C, predict the reaction product. The product is: [CH2:63]([C:47]1[CH:48]=[C:49]([O:52][C:53]2[CH:54]=[C:55]([C@H:60]([NH:62][C:26]([C:28]3[NH:29][C:30]4[C:35]([C:36]=3[CH3:37])=[CH:34][C:33]([F:38])=[CH:32][CH:31]=4)=[O:27])[CH3:61])[CH:56]=[C:57]([F:59])[CH:58]=2)[CH:50]=[CH:51][C:46]=1[CH2:45][CH2:44][C:43]([OH:42])=[O:65])[CH3:64]. (6) The product is: [C:57]([O:56][C:54]([N:61]1[CH2:62][CH:63]=[C:64]([C:2]2[CH:3]=[N:4][C:5]([O:11][C:12]3[CH:17]=[CH:16][C:15]([O:18][C:19]4[CH:24]=[CH:23][CH:22]=[CH:21][CH:20]=4)=[CH:14][CH:13]=3)=[C:6]([C:7](=[O:8])[NH2:9])[CH:10]=2)[CH2:65][CH2:66]1)=[O:55])([CH3:60])([CH3:58])[CH3:59]. Given the reactants Cl[C:2]1[CH:3]=[N:4][C:5]([O:11][C:12]2[CH:17]=[CH:16][C:15]([O:18][C:19]3[CH:24]=[CH:23][CH:22]=[CH:21][CH:20]=3)=[CH:14][CH:13]=2)=[C:6]([CH:10]=1)[C:7]([NH2:9])=[O:8].C1(P(C2CCCCC2)C2C=CC=CC=2C2C(OC)=CC=CC=2OC)CCCCC1.[C:54]([N:61]1[CH2:66][CH:65]=[C:64](B2OC(C)(C)C(C)(C)O2)[CH2:63][CH2:62]1)([O:56][C:57]([CH3:60])([CH3:59])[CH3:58])=[O:55].C(=O)([O-])[O-].[Cs+].[Cs+].O1CCOCC1.O, predict the reaction product. (7) Given the reactants [BH-](OC(C)=O)(OC(C)=O)OC(C)=O.[Na+].[Cl:15][C:16]1[CH:17]=[CH:18][C:19]([CH:38]=O)=[C:20]([C:22]2[CH:23]=[CH:24][C:25]([C:28]([NH:30][CH2:31][CH2:32][C:33]([O:35][CH2:36][CH3:37])=[O:34])=[O:29])=[N:26][CH:27]=2)[CH:21]=1.[Br:40][C:41]1[CH:47]=[CH:46][C:44]([NH2:45])=[CH:43][CH:42]=1.CC(O)=O, predict the reaction product. The product is: [Br:40][C:41]1[CH:47]=[CH:46][C:44]([NH:45][CH2:38][C:19]2[CH:18]=[CH:17][C:16]([Cl:15])=[CH:21][C:20]=2[C:22]2[CH:23]=[CH:24][C:25]([C:28]([NH:30][CH2:31][CH2:32][C:33]([O:35][CH2:36][CH3:37])=[O:34])=[O:29])=[N:26][CH:27]=2)=[CH:43][CH:42]=1. (8) Given the reactants [F:1][C:2]1[CH:3]=[C:4](/[CH:8]=[CH:9]/[C@@H:10]2[CH2:14][CH2:13][CH2:12][N:11]2[C:15]([O:17][C:18]([CH3:21])([CH3:20])[CH3:19])=[O:16])[CH:5]=[CH:6][CH:7]=1.C(=O)(O)[O-].[Na+].[OH:27]OS([O-])=O.[K+].[NH:33]1[C:41]2[C:36](=[CH:37][CH:38]=[CH:39][CH:40]=2)[CH2:35][CH2:34]1, predict the reaction product. The product is: [C:18]([O:17][C:15]([N:11]1[CH2:12][CH2:13][CH2:14][C@H:10]1[C@H:9]([OH:27])[C@@H:8]([C:4]1[CH:5]=[CH:6][CH:7]=[C:2]([F:1])[CH:3]=1)[N:33]1[C:41]2[C:36](=[CH:37][CH:38]=[CH:39][CH:40]=2)[CH:35]=[CH:34]1)=[O:16])([CH3:21])([CH3:20])[CH3:19].